This data is from Full USPTO retrosynthesis dataset with 1.9M reactions from patents (1976-2016). The task is: Predict the reactants needed to synthesize the given product. (1) Given the product [CH2:7]([O:9][CH2:10][C:31]1[CH:36]=[CH:35][CH:34]=[CH:33][CH:32]=1)[C:1]1[CH:6]=[CH:5][CH:4]=[CH:3][CH:2]=1, predict the reactants needed to synthesize it. The reactants are: [CH:1]1([C:7]([O:9][CH3:10])=O)[CH2:6][CH2:5][CH2:4][CH2:3][CH2:2]1.C[Si]([N-][Si](C)(C)C)(C)C.[K+].C1COCC1.BrCCOC[C:31]1[CH:36]=[CH:35][CH:34]=[CH:33][CH:32]=1. (2) Given the product [NH2:6][C:7]1[N:12]=[C:11]2[C:10]([C:16]([CH3:17])([CH3:18])[CH2:15][C:14](=[O:19])[NH:13]2)=[CH:9][CH:8]=1, predict the reactants needed to synthesize it. The reactants are: CS(O)(=O)=O.[NH2:6][C:7]1[N:12]=[C:11]([NH:13][C:14](=[O:19])[CH:15]=[C:16]([CH3:18])[CH3:17])[CH:10]=[CH:9][CH:8]=1.[Al+3].[Cl-].[Cl-].[Cl-].[OH-].[Na+]. (3) Given the product [Br:1][C:2]1[CH:7]=[CH:6][C:5]([CH2:8][CH2:9][CH2:10][C:11]([NH:14][C:15]2[CH:16]=[CH:17][C:18]([C:21](=[O:28])[CH2:22][CH2:23][C:24]([OH:26])=[O:25])=[CH:19][CH:20]=2)=[O:12])=[CH:4][CH:3]=1, predict the reactants needed to synthesize it. The reactants are: [Br:1][C:2]1[CH:7]=[CH:6][C:5]([CH2:8][CH2:9][CH2:10][C:11](Cl)=[O:12])=[CH:4][CH:3]=1.[NH2:14][C:15]1[CH:20]=[CH:19][C:18]([C:21](=[O:28])[CH2:22][CH2:23][C:24]([O:26]C)=[O:25])=[CH:17][CH:16]=1. (4) Given the product [OH:7][C:6]1[CH:5]=[CH:4][C:3]([O:8][C:9]2[C:10]([I:20])=[CH:11][C:12]([CH2:16][C:17]([O:19][CH3:26])=[O:18])=[CH:13][C:14]=2[I:15])=[CH:2][CH:1]=1, predict the reactants needed to synthesize it. The reactants are: [CH:1]1[C:6]([OH:7])=[CH:5][CH:4]=[C:3]([O:8][C:9]2[C:14]([I:15])=[CH:13][C:12]([CH2:16][C:17]([OH:19])=[O:18])=[CH:11][C:10]=2[I:20])[CH:2]=1.S(=O)(=O)(O)O.[CH3:26]O. (5) Given the product [C:2]([C:7]1[O:11][C:10]([CH2:12][N:13]2[CH:17]=[CH:16][C:15]([NH:18][C:25]([C:23]3[N:24]=[C:20]([CH3:19])[O:21][C:22]=3[C:28]3[CH:33]=[CH:32][CH:31]=[C:30]([Cl:34])[CH:29]=3)=[O:26])=[N:14]2)=[CH:9][CH:8]=1)(=[O:6])[CH3:1], predict the reactants needed to synthesize it. The reactants are: [CH3:1][C:2]1([C:7]2[O:11][C:10]([CH2:12][N:13]3[CH:17]=[CH:16][C:15]([NH2:18])=[N:14]3)=[CH:9][CH:8]=2)[O:6]CCO1.[CH3:19][C:20]1[O:21][C:22]([C:28]2[CH:33]=[CH:32][CH:31]=[C:30]([Cl:34])[CH:29]=2)=[C:23]([C:25](O)=[O:26])[N:24]=1. (6) Given the product [CH3:9][O:13][CH2:7][CH:2]([CH3:8])[C:3]([O:5][CH3:6])=[O:4], predict the reactants needed to synthesize it. The reactants are: Cl[C:2]([CH3:8])([CH3:7])[C:3]([O:5][CH3:6])=[O:4].[C:9](OC)(=[O:13])C(C)=C. (7) Given the product [CH3:25][N:3]([CH:1]([CH3:27])[CH3:2])[C:4]1[CH:9]=[C:8]([C:10]([N:12]2[CH2:17][CH2:16][CH2:15][CH:14]([C:18]3[CH:19]=[CH:20][C:21]([CH3:24])=[CH:22][CH:23]=3)[CH2:13]2)=[O:11])[CH:7]=[CH:6][N:5]=1, predict the reactants needed to synthesize it. The reactants are: [CH2:1]([N:3]([CH3:25])[C:4]1[CH:9]=[C:8]([C:10]([N:12]2[CH2:17][CH2:16][CH2:15][CH:14]([C:18]3[CH:23]=[CH:22][C:21]([CH3:24])=[CH:20][CH:19]=3)[CH2:13]2)=[O:11])[CH:7]=[CH:6][N:5]=1)[CH3:2].F[C:27]1C=C(C(N2CCCC(C3C=CC(C)=CC=3)C2)=O)C=CN=1.CNC(C)C.